From a dataset of Catalyst prediction with 721,799 reactions and 888 catalyst types from USPTO. Predict which catalyst facilitates the given reaction. (1) Reactant: Cl[C:2]1[N:7]=[C:6]([CH:8]=[CH2:9])[CH:5]=[CH:4][N:3]=1.[NH2:10][C:11]1[CH:12]=[C:13]([C:18]2[S:22][C:21]([N:23]3[CH2:29][CH2:28][CH2:27][NH:26][C:25](=[O:30])[CH2:24]3)=[N:20][CH:19]=2)[CH:14]=[C:15]([CH3:17])[CH:16]=1.C(=O)([O-])[O-].[K+].[K+].CC(C1C=C(C(C)C)C(C2C=CC=CC=2P(C2CCCCC2)C2CCCCC2)=C(C(C)C)C=1)C. Product: [CH:8]([C:6]1[CH:5]=[CH:4][N:3]=[C:2]([NH:10][C:11]2[CH:12]=[C:13]([C:18]3[S:22][C:21]([N:23]4[CH2:29][CH2:28][CH2:27][NH:26][C:25](=[O:30])[CH2:24]4)=[N:20][CH:19]=3)[CH:14]=[C:15]([CH3:17])[CH:16]=2)[N:7]=1)=[CH2:9]. The catalyst class is: 110. (2) Reactant: [H-].[H-].[H-].[H-].[Li+].[Al+3].[Cl:7][C:8]1[CH:13]=[CH:12][C:11]([CH2:14][CH:15]([O:23][CH2:24][CH:25]([CH3:27])[CH3:26])[C:16](OCC(C)C)=[O:17])=[CH:10][CH:9]=1.O.O.O.O.O.O.O.O.O.O.S([O-])([O-])(=O)=O.[Na+].[Na+].O. Product: [Cl:7][C:8]1[CH:9]=[CH:10][C:11]([CH2:14][CH:15]([O:23][CH2:24][CH:25]([CH3:27])[CH3:26])[CH2:16][OH:17])=[CH:12][CH:13]=1. The catalyst class is: 116. (3) Reactant: [CH3:1][N:2]([CH3:51])[C:3]([C:5]1[C:14](=[O:15])[C:13]2[C:8](=[CH:9][CH:10]=[C:11]([C:16]3[CH:17]=[N:18][C:19]([NH:31][C:32](=[O:36])[NH:33][CH2:34][CH3:35])=[CH:20][C:21]=3[C:22]3[S:23][CH:24]=[C:25]([C:27]([F:30])([F:29])[F:28])[N:26]=3)[CH:12]=2)[N:7]([CH2:37][C@@H:38]2[CH2:43][CH2:42][CH2:41][N:40](C(OC(C)(C)C)=O)[CH2:39]2)[CH:6]=1)=[O:4].FC(F)(F)C(O)=O. Product: [CH2:34]([NH:33][C:32]([NH:31][C:19]1[N:18]=[CH:17][C:16]([C:11]2[CH:12]=[C:13]3[C:8](=[CH:9][CH:10]=2)[N:7]([CH2:37][C@@H:38]2[CH2:43][CH2:42][CH2:41][NH:40][CH2:39]2)[CH:6]=[C:5]([C:3]([N:2]([CH3:51])[CH3:1])=[O:4])[C:14]3=[O:15])=[C:21]([C:22]2[S:23][CH:24]=[C:25]([C:27]([F:28])([F:29])[F:30])[N:26]=2)[CH:20]=1)=[O:36])[CH3:35]. The catalyst class is: 4. (4) Reactant: [CH3:1][N:2]1[C@@H:19]2[CH2:20][C:7]3=[CH:8][CH:9]=[C:10]([OH:22])[C:11]4[O:12][C@H:13]5[C:14]([CH2:16][CH2:17][C@:18]2([OH:21])[C@:5]5([C:6]=43)[CH2:4][CH2:3]1)=[O:15].[ClH:23]. Product: [CH3:1][N:2]1[C@@H:19]2[CH2:20][C:7]3=[CH:8][CH:9]=[C:10]([OH:22])[C:11]4[O:12][C@H:13]5[C:14]([CH2:16][CH2:17][C@:18]2([OH:21])[C@:5]5([C:6]=43)[CH2:4][CH2:3]1)=[O:15].[ClH:23]. The catalyst class is: 386. (5) Reactant: [CH2:1](O)[CH2:2][CH2:3][CH2:4][CH2:5][CH2:6][CH2:7][CH2:8][CH2:9][CH2:10][CH2:11][CH2:12][OH:13].[BrH:15].O. Product: [Br:15][CH2:1][CH2:2][CH2:3][CH2:4][CH2:5][CH2:6][CH2:7][CH2:8][CH2:9][CH2:10][CH2:11][CH2:12][OH:13]. The catalyst class is: 11. (6) Reactant: C(Cl)(=O)C([Cl:4])=O.[Na].[CH2:8]([O:15][C:16]1[CH:21]=[CH:20][C:19]([S:22]([OH:25])(=O)=[O:23])=[CH:18][CH:17]=1)[C:9]1[CH:14]=[CH:13][CH:12]=[CH:11][CH:10]=1. Product: [CH2:8]([O:15][C:16]1[CH:21]=[CH:20][C:19]([S:22]([Cl:4])(=[O:25])=[O:23])=[CH:18][CH:17]=1)[C:9]1[CH:14]=[CH:13][CH:12]=[CH:11][CH:10]=1. The catalyst class is: 120.